Dataset: Full USPTO retrosynthesis dataset with 1.9M reactions from patents (1976-2016). Task: Predict the reactants needed to synthesize the given product. (1) The reactants are: C([Al](CC)CC)C.[CH2:8]=[CH:9][CH2:10]CCCCCC=C.C=CC.[CH3:21][C:22]1C2COC(=O)C=2C(O[C@@H]2O[C@H](C(O)=O)[C@@H](O)[C@H](O)[C@H]2O)=[C:24]([CH2:45]/[CH:46]=[C:47](/[CH2:49][CH2:50][C:51](O)=O)\C)[C:23]=1OC. Given the product [CH2:8]=[CH:9][CH3:10].[CH2:21]=[CH:22][CH2:23][CH2:24][CH2:45][CH2:46][CH2:47][CH2:49][CH:50]=[CH2:51], predict the reactants needed to synthesize it. (2) Given the product [CH3:19][O:18][C:13]1[C:14]([O:16][CH3:17])=[CH:15][C:8]2[CH:7]=[C:6]3[C:11]([C:2]([NH:33][C:32]4[CH:31]=[CH:30][C:29]([O:22][C:23]5[CH:28]=[CH:27][CH:26]=[CH:25][CH:24]=5)=[CH:35][CH:34]=4)=[C:3]([C:20]#[N:21])[CH:4]=[N:5]3)=[CH:10][C:9]=2[CH:12]=1, predict the reactants needed to synthesize it. The reactants are: Cl[C:2]1[C:11]2[C:6](=[CH:7][C:8]3[CH:15]=[C:14]([O:16][CH3:17])[C:13]([O:18][CH3:19])=[CH:12][C:9]=3[CH:10]=2)[N:5]=[CH:4][C:3]=1[C:20]#[N:21].[O:22]([C:29]1[CH:35]=[CH:34][C:32]([NH2:33])=[CH:31][CH:30]=1)[C:23]1[CH:28]=[CH:27][CH:26]=[CH:25][CH:24]=1.Cl.N1C=CC=CC=1.C(=O)([O-])[O-].[Na+].[Na+].